Dataset: Forward reaction prediction with 1.9M reactions from USPTO patents (1976-2016). Task: Predict the product of the given reaction. (1) Given the reactants O[CH2:2][C:3]1[CH:4]=[CH:5][C:6]([NH:9][C:10](=[O:16])[O:11][C:12]([CH3:15])([CH3:14])[CH3:13])=[N:7][CH:8]=1.C(N(C(C)C)CC)(C)C.CS([Cl:30])(=O)=O, predict the reaction product. The product is: [Cl:30][CH2:2][C:3]1[CH:4]=[CH:5][C:6]([NH:9][C:10](=[O:16])[O:11][C:12]([CH3:15])([CH3:14])[CH3:13])=[N:7][CH:8]=1. (2) Given the reactants [Cl:1][C:2]1[C:3]([F:21])=[C:4]([C:14]2[N:19]=[CH:18][N:17]=[C:16]([OH:20])[CH:15]=2)[C:5]([N:8]2[CH:12]=[C:11]([Cl:13])[N:10]=[N:9]2)=[CH:6][CH:7]=1.[CH3:22][C@@H:23]1[CH2:39][CH2:38][CH2:37][C@H:36](NC(=O)OCC2C=CC=CC=2)[C:35]2[CH:51]=[C:31]([CH:32]=[CH:33][N:34]=2)[C:30]2[N:29]([CH2:52][O:53][CH2:54][CH2:55][Si:56]([CH3:59])([CH3:58])[CH3:57])[N:28]=[CH:27][C:26]=2[NH:25][C:24]1=[O:60], predict the reaction product. The product is: [Cl:1][C:2]1[C:3]([F:21])=[C:4]([C:14]2[N:19]=[CH:18][N:17]([C@@H:36]3[C:35]4[CH:51]=[C:31]([CH:32]=[CH:33][N:34]=4)[C:30]4[N:29]([CH2:52][O:53][CH2:54][CH2:55][Si:56]([CH3:58])([CH3:57])[CH3:59])[N:28]=[CH:27][C:26]=4[NH:25][C:24](=[O:60])[C@H:23]([CH3:22])[CH2:39][CH2:38][CH2:37]3)[C:16](=[O:20])[CH:15]=2)[C:5]([N:8]2[CH:12]=[C:11]([Cl:13])[N:10]=[N:9]2)=[CH:6][CH:7]=1. (3) Given the reactants [NH2:1][CH2:2][C:3]1[N:12]=[C:11]([N:13]([C:15]2[CH:20]=[CH:19][C:18]([O:21][CH3:22])=[CH:17][CH:16]=2)[CH3:14])[C:10]2[C:5](=[CH:6][CH:7]=[CH:8][CH:9]=2)[N:4]=1.CCN(CC)CC.[CH3:30][C:31]([O:34][C:35](O[C:35]([O:34][C:31]([CH3:33])([CH3:32])[CH3:30])=[O:36])=[O:36])([CH3:33])[CH3:32], predict the reaction product. The product is: [C:31]([O:34][C:35](=[O:36])[NH:1][CH2:2][C:3]1[N:12]=[C:11]([N:13]([C:15]2[CH:16]=[CH:17][C:18]([O:21][CH3:22])=[CH:19][CH:20]=2)[CH3:14])[C:10]2[C:5](=[CH:6][CH:7]=[CH:8][CH:9]=2)[N:4]=1)([CH3:33])([CH3:32])[CH3:30]. (4) The product is: [Br:19][CH2:20][C:21]([N:1]1[C:2]2[CH:11]=[CH:10][CH:9]=[CH:8][C:3]=2[CH2:4][CH2:5][CH2:6][CH2:7]1)=[O:22]. Given the reactants [NH:1]1[CH2:7][CH2:6][CH2:5][CH2:4][C:3]2[CH:8]=[CH:9][CH:10]=[CH:11][C:2]1=2.C(N(CC)CC)C.[Br:19][CH2:20][C:21](Br)=[O:22].CCOCC, predict the reaction product. (5) Given the reactants NC1C=CC(Cl)=CN=1.ClC(Cl)(OC(=O)OC(Cl)(Cl)Cl)Cl.[Cl-].C([NH+](CC)CC)C.[Cl:29][C:30]1[CH:31]=[CH:32][C:33]([N:36]=[C:37]=[O:38])=[N:34][CH:35]=1.[NH2:39][C:40]1[CH:45]=[CH:44][C:43]([CH:46]2[CH2:50][CH2:49][N:48]([C:51]([O:53][C:54]([CH3:57])([CH3:56])[CH3:55])=[O:52])[CH2:47]2)=[CH:42][CH:41]=1.C(N(CC)C(C)C)(C)C, predict the reaction product. The product is: [C:54]([O:53][C:51]([N:48]1[CH2:49][CH2:50][CH:46]([C:43]2[CH:44]=[CH:45][C:40]([NH:39][C:37]([NH:36][C:33]3[CH:32]=[CH:31][C:30]([Cl:29])=[CH:35][N:34]=3)=[O:38])=[CH:41][CH:42]=2)[CH2:47]1)=[O:52])([CH3:57])([CH3:55])[CH3:56]. (6) Given the reactants [NH2:1][C:2]1[CH:7]=[CH:6][C:5]([C:8]2[NH:12][C:11]([C@H:13]3[N:21]4[C:16](=[CH:17][C:18]([C:23]5[CH:28]=[C:27]([Cl:29])[CH:26]=[CH:25][C:24]=5[N:30]5[CH:34]=[N:33][N:32]=[N:31]5)=[CH:19][C:20]4=[O:22])[CH2:15][CH2:14]3)=[N:10][C:9]=2[Cl:35])=[CH:4][CH:3]=1.[C:36]1(=[O:43])[O:42][C:40](=[O:41])[CH2:39][CH2:38][CH2:37]1, predict the reaction product. The product is: [Cl:35][C:9]1[N:10]=[C:11]([C@H:13]2[N:21]3[C:16](=[CH:17][C:18]([C:23]4[CH:28]=[C:27]([Cl:29])[CH:26]=[CH:25][C:24]=4[N:30]4[CH:34]=[N:33][N:32]=[N:31]4)=[CH:19][C:20]3=[O:22])[CH2:15][CH2:14]2)[NH:12][C:8]=1[C:5]1[CH:6]=[CH:7][C:2]([NH:1][C:36](=[O:43])[CH2:37][CH2:38][CH2:39][C:40]([OH:42])=[O:41])=[CH:3][CH:4]=1.